This data is from Forward reaction prediction with 1.9M reactions from USPTO patents (1976-2016). The task is: Predict the product of the given reaction. (1) Given the reactants Cl[C:2]1[N:7]=[C:6]([C:8]2[N:12]3[CH:13]=[CH:14][CH:15]=[CH:16][C:11]3=[N:10][C:9]=2[C:17]2[CH:18]=[CH:19][C:20]([O:34][CH2:35][CH3:36])=[C:21]([CH:33]=2)[C:22]([NH:24][C:25]2[C:30]([F:31])=[CH:29][CH:28]=[CH:27][C:26]=2[F:32])=[O:23])[CH:5]=[CH:4][N:3]=1.[CH3:37][O:38][C:39]1[CH:45]=[C:44]([N:46]2[CH2:51][CH2:50][N:49]([CH2:52][CH2:53][O:54][CH3:55])[CH2:48][CH2:47]2)[CH:43]=[CH:42][C:40]=1[NH2:41].C1(C)C=CC(S(O)(=O)=O)=CC=1.C(O)C(F)(F)F.N, predict the reaction product. The product is: [F:32][C:26]1[CH:27]=[CH:28][CH:29]=[C:30]([F:31])[C:25]=1[NH:24][C:22](=[O:23])[C:21]1[CH:33]=[C:17]([C:9]2[N:10]=[C:11]3[CH:16]=[CH:15][CH:14]=[CH:13][N:12]3[C:8]=2[C:6]2[CH:5]=[CH:4][N:3]=[C:2]([NH:41][C:40]3[CH:42]=[CH:43][C:44]([N:46]4[CH2:51][CH2:50][N:49]([CH2:52][CH2:53][O:54][CH3:55])[CH2:48][CH2:47]4)=[CH:45][C:39]=3[O:38][CH3:37])[N:7]=2)[CH:18]=[CH:19][C:20]=1[O:34][CH2:35][CH3:36]. (2) Given the reactants [C:1](Cl)(Cl)(Cl)Cl.[CH:6]([C:9]1[CH:14]=[CH:13][CH:12]=[C:11]([CH:15]([CH3:17])[CH3:16])[C:10]=1[OH:18])([CH3:8])[CH3:7].[CH3:19][OH:20].[OH-:21].[Na+], predict the reaction product. The product is: [CH3:19][O:20][C:1]([C:13]1[CH:14]=[C:9]([CH:6]([CH3:8])[CH3:7])[C:10]([OH:18])=[C:11]([CH:15]([CH3:17])[CH3:16])[CH:12]=1)=[O:21]. (3) Given the reactants [CH3:1][O:2][C:3]1[N:8]=[C:7]([O:9][CH3:10])[C:6](B(O)O)=[CH:5][N:4]=1.[F:14][C:15]1[C:20](Br)=[CH:19][C:18]([CH3:22])=[CH:17][N:16]=1.C([O-])([O-])=O.[Na+].[Na+].C1C=CC(P(C2C=CC=CC=2)C2C=CC=CC=2)=CC=1, predict the reaction product. The product is: [F:14][C:15]1[C:20]([C:6]2[C:7]([O:9][CH3:10])=[N:8][C:3]([O:2][CH3:1])=[N:4][CH:5]=2)=[CH:19][C:18]([CH3:22])=[CH:17][N:16]=1. (4) The product is: [Cl:1][C:2]1[CH:3]=[CH:4][C:5]2[N:11]3[CH:12]=[CH:13][CH:14]=[C:10]3[C@@H:9]([CH2:15][C:16]([NH:18][C:19]3[CH:28]=[CH:27][C:22]([C:23]([OH:25])=[O:24])=[CH:21][CH:20]=3)=[O:17])[O:8][C@H:7]([C:29]3[CH:34]=[CH:33][CH:32]=[C:31]([O:35][CH3:36])[C:30]=3[O:37][CH3:38])[C:6]=2[CH:39]=1. Given the reactants [Cl:1][C:2]1[CH:3]=[CH:4][C:5]2[N:11]3[CH:12]=[CH:13][CH:14]=[C:10]3[C@@H:9]([CH2:15][C:16]([NH:18][C:19]3[CH:28]=[CH:27][C:22]([C:23]([O:25]C)=[O:24])=[CH:21][CH:20]=3)=[O:17])[O:8][C@H:7]([C:29]3[CH:34]=[CH:33][CH:32]=[C:31]([O:35][CH3:36])[C:30]=3[O:37][CH3:38])[C:6]=2[CH:39]=1.C(=O)([O-])[O-].[K+].[K+].Cl.C(OCC)(=O)C, predict the reaction product. (5) Given the reactants C(N(CCCC)C(C1N=C(C2C=CC(C(O)=O)=CC=2C(N2[C@H](CO)CC3C(=CC=CC=3)C2)=O)N(CCC2C=CC=CC=2)C=1)=O)CCC.[CH2:48]([N:52]([CH2:93][CH2:94][CH2:95][CH3:96])[C:53]([C:55]1[N:56]=[C:57]([C:69]2[CH:78]=[CH:77][C:72]([C:73]([O:75]C)=[O:74])=[CH:71][C:70]=2[C:79]([N:81]2[C@H:90]([CH2:91][OH:92])[CH2:89][C:88]3[C:83](=[CH:84][CH:85]=[CH:86][CH:87]=3)[CH2:82]2)=[O:80])[N:58]([CH2:60][CH2:61][CH2:62][N:63]2[CH2:68][CH2:67][O:66][CH2:65][CH2:64]2)[CH:59]=1)=[O:54])[CH2:49][CH2:50][CH3:51], predict the reaction product. The product is: [CH2:93]([N:52]([CH2:48][CH2:49][CH2:50][CH3:51])[C:53]([C:55]1[N:56]=[C:57]([C:69]2[CH:78]=[CH:77][C:72]([C:73]([OH:75])=[O:74])=[CH:71][C:70]=2[C:79]([N:81]2[C@H:90]([CH2:91][OH:92])[CH2:89][C:88]3[C:83](=[CH:84][CH:85]=[CH:86][CH:87]=3)[CH2:82]2)=[O:80])[N:58]([CH2:60][CH2:61][CH2:62][N:63]2[CH2:68][CH2:67][O:66][CH2:65][CH2:64]2)[CH:59]=1)=[O:54])[CH2:94][CH2:95][CH3:96].